The task is: Predict the reactants needed to synthesize the given product.. This data is from Full USPTO retrosynthesis dataset with 1.9M reactions from patents (1976-2016). Given the product [CH2:1]([O:3][C:4]([C:6]12[CH2:7][CH:8]1[CH:49]=[CH:48][CH2:47][CH2:46][CH2:45][CH2:44][N:42]([CH3:43])[C:41](=[O:50])[CH:15]1[CH:14]([CH2:18][CH:17]([O:19][C:20]3[C:29]4[C:24](=[C:25]([CH3:32])[C:26]([O:30][CH3:31])=[CH:27][CH:28]=4)[N:23]=[C:22]([N:33]4[CH:37]=[CH:36][C:35]([CH:38]([CH3:39])[CH3:40])=[N:34]4)[N:21]=3)[CH2:16]1)[C:12](=[O:13])[NH:11]2)=[O:5])[CH3:2], predict the reactants needed to synthesize it. The reactants are: [CH2:1]([O:3][C:4]([C:6]1([NH:11][C:12]([CH:14]2[CH2:18][CH:17]([O:19][C:20]3[C:29]4[C:24](=[C:25]([CH3:32])[C:26]([O:30][CH3:31])=[CH:27][CH:28]=4)[N:23]=[C:22]([N:33]4[CH:37]=[CH:36][C:35]([CH:38]([CH3:40])[CH3:39])=[N:34]4)[N:21]=3)[CH2:16][CH:15]2[C:41](=[O:50])[N:42]([CH2:44][CH2:45][CH2:46][CH2:47][CH:48]=[CH2:49])[CH3:43])=[O:13])[CH2:8][CH:7]1C=C)=[O:5])[CH3:2].